Predict which catalyst facilitates the given reaction. From a dataset of Catalyst prediction with 721,799 reactions and 888 catalyst types from USPTO. (1) Reactant: C(=O)([O-])OC(C1C=CC([N+]([O-])=O)=CC=1)[C@@H:4]1[CH2:8][CH2:7][C@H:6]([N:9]2[CH:17]=[N:16][C:15]3[C:14](=[O:18])[N:13]=[CH:12][NH:11][C:10]2=3)[O:5]1.[CH3:30]CN(C(C)C)C(C)C.[NH2:39][CH2:40][CH2:41][NH:42][C:43](=[O:65])[CH2:44][CH2:45]/[CH:46]=[CH:47]\[CH2:48]/[CH:49]=[CH:50]\[CH2:51]/[CH:52]=[CH:53]\[CH2:54]/[CH:55]=[CH:56]\[CH2:57]/[CH:58]=[CH:59]\[CH2:60]/[CH:61]=[CH:62]\[CH2:63][CH3:64].CC[O:68][C:69](C)=[O:70]. Product: [O:18]=[C:14]1[N:13]=[CH:12][NH:11][C:10]2[N:9]([C@@H:6]3[O:5][C@@H:4]([O:70][C:69](=[O:68])[N:39]([CH3:30])[CH2:40][CH2:41][NH:42][C:43](=[O:65])[CH2:44][CH2:45]/[CH:46]=[CH:47]\[CH2:48]/[CH:49]=[CH:50]\[CH2:51]/[CH:52]=[CH:53]\[CH2:54]/[CH:55]=[CH:56]\[CH2:57]/[CH:58]=[CH:59]\[CH2:60]/[CH:61]=[CH:62]\[CH2:63][CH3:64])[CH2:8][CH2:7]3)[CH:17]=[N:16][C:15]1=2. The catalyst class is: 241. (2) Reactant: [N:1]([CH2:4][CH2:5][C@@H:6]([O:13][C:14]1[CH:21]=[C:20]([C:22]([F:25])([F:24])[F:23])[CH:19]=[CH:18][C:15]=1[C:16]#[N:17])[C:7]1[CH:12]=[CH:11][CH:10]=[CH:9][CH:8]=1)=[N+]=[N-].C1(P(C2C=CC=CC=2)C2C=CC=CC=2)C=CC=CC=1.O.[C:46]([OH:51])(=[O:50])[C:47]([OH:49])=[O:48]. Product: [C:46]([OH:51])(=[O:50])[C:47]([OH:49])=[O:48].[NH2:1][CH2:4][CH2:5][C@@H:6]([O:13][C:14]1[CH:21]=[C:20]([C:22]([F:23])([F:24])[F:25])[CH:19]=[CH:18][C:15]=1[C:16]#[N:17])[C:7]1[CH:8]=[CH:9][CH:10]=[CH:11][CH:12]=1. The catalyst class is: 214. (3) Reactant: C([C@H]1COC(=O)N1[C:14](=[O:31])[C@H:15]([CH2:28][CH2:29][CH3:30])[CH2:16]/[CH:17]=[CH:18]/[CH2:19][O:20][CH2:21][C:22]1[CH:27]=[CH:26][CH:25]=[CH:24][CH:23]=1)C1C=CC=CC=1.OO.O.[OH-].[Li+].S([O-])([O-])(=[O:39])=S.[Na+].[Na+]. Product: [CH2:21]([O:20][CH2:19]/[CH:18]=[CH:17]/[CH2:16][C@@H:15]([CH2:28][CH2:29][CH3:30])[C:14]([OH:31])=[O:39])[C:22]1[CH:23]=[CH:24][CH:25]=[CH:26][CH:27]=1. The catalyst class is: 132. (4) Reactant: C([N:8]1[CH2:12][C@@:11]2([C:24]([O:26][CH3:27])=[O:25])[CH2:13][C@H:14]([NH:16][C:17]([O:19][C:20]([CH3:23])([CH3:22])[CH3:21])=[O:18])[CH2:15][C@H:10]2[CH2:9]1)C1C=CC=CC=1. Product: [C:20]([O:19][C:17]([NH:16][C@@H:14]1[CH2:15][C@H:10]2[CH2:9][NH:8][CH2:12][C@@:11]2([C:24]([O:26][CH3:27])=[O:25])[CH2:13]1)=[O:18])([CH3:23])([CH3:22])[CH3:21]. The catalyst class is: 105. (5) Reactant: [C:1]([C:6]1[S:7][C:8]([C:13]([O:15]CC)=[O:14])=[C:9]([OH:12])[C:10]=1[OH:11])([O:3]CC)=[O:2].C([O-])([O-])=O.[K+].[K+].[CH2:24]1OC2C(=CSC=2)O[CH2:25]1.BrCCBr.BrCC(Br)CCCCCCCCCCCCCC.BrCC(Br)CCCC.C(C1SC(C(OCC)=O)=C2OCCOC=12)(OCC)=O.[OH-].[Na+]. Product: [C:13]([C:8]1[S:7][C:6]([C:1]([OH:3])=[O:2])=[C:10]2[O:11][CH2:25][CH2:24][O:12][C:9]=12)([OH:15])=[O:14]. The catalyst class is: 3. (6) Reactant: [C:1]([O:5][C:6]([N:8]1[CH2:13][CH2:12][O:11][CH:10]([C:14]([OH:16])=O)[CH2:9]1)=[O:7])([CH3:4])([CH3:3])[CH3:2].C(OC1C=CC2C(=CC=CC=2)N1C(OCC)=O)C.[CH3:35][C:36]1([CH3:55])[CH2:45][CH2:44][C:43]([CH3:47])([CH3:46])[C:42]2[CH:41]=[C:40]([C:48]3[N:53]=[C:52]([NH2:54])[CH:51]=[CH:50][CH:49]=3)[CH:39]=[CH:38][C:37]1=2.[OH-].[Na+]. Product: [C:1]([O:5][C:6]([N:8]1[CH2:13][CH2:12][O:11][CH:10]([C:14](=[O:16])[NH:54][C:52]2[CH:51]=[CH:50][CH:49]=[C:48]([C:40]3[CH:39]=[CH:38][C:37]4[C:36]([CH3:55])([CH3:35])[CH2:45][CH2:44][C:43]([CH3:47])([CH3:46])[C:42]=4[CH:41]=3)[N:53]=2)[CH2:9]1)=[O:7])([CH3:2])([CH3:3])[CH3:4]. The catalyst class is: 20.